From a dataset of Forward reaction prediction with 1.9M reactions from USPTO patents (1976-2016). Predict the product of the given reaction. (1) Given the reactants [O:1]1[C:5]2([CH2:10][CH2:9][CH:8]([C:11]3[N:16]=[CH:15][C:14]([NH2:17])=[CH:13][CH:12]=3)[CH2:7][CH2:6]2)[O:4][CH2:3][CH2:2]1.N1C=CC=CC=1.Cl[C:25]([O:27][CH2:28][C:29]1[CH:34]=[CH:33][CH:32]=[CH:31][CH:30]=1)=[O:26], predict the reaction product. The product is: [O:1]1[C:5]2([CH2:10][CH2:9][CH:8]([C:11]3[N:16]=[CH:15][C:14]([NH:17][C:25](=[O:26])[O:27][CH2:28][C:29]4[CH:34]=[CH:33][CH:32]=[CH:31][CH:30]=4)=[CH:13][CH:12]=3)[CH2:7][CH2:6]2)[O:4][CH2:3][CH2:2]1. (2) Given the reactants [OH-].[Na+].[O:3]=[C:4]1[NH:9][C@H:8]([C:10]([NH:12][C@H:13]([C:23](=[O:31])[NH:24][C:25]2[CH:30]=[CH:29][CH:28]=[CH:27][CH:26]=2)[CH2:14][CH2:15][CH2:16][CH2:17][CH2:18][S:19]C(=O)C)=[O:11])[CH2:7][CH2:6][CH2:5]1.O, predict the reaction product. The product is: [SH:19][CH2:18][CH2:17][CH2:16][CH2:15][CH2:14][C@H:13]([NH:12][C:10]([C@@H:8]1[CH2:7][CH2:6][CH2:5][C:4](=[O:3])[NH:9]1)=[O:11])[C:23](=[O:31])[NH:24][C:25]1[CH:30]=[CH:29][CH:28]=[CH:27][CH:26]=1. (3) Given the reactants [Cl:1][C:2]1[CH:7]=[CH:6][C:5]([CH2:8]Cl)=[CH:4][N:3]=1.[NH2:10][C:11]1[CH:16]=[CH:15][CH:14]=[CH:13][N:12]=1, predict the reaction product. The product is: [ClH:1].[Cl:1][C:2]1[N:3]=[CH:4][C:5]([CH2:8][N:12]2[CH:13]=[CH:14][CH:15]=[CH:16][C:11]2=[NH:10])=[CH:6][CH:7]=1. (4) Given the reactants [CH3:1][CH:2]([O:6][C:7]1[CH:15]=[CH:14][CH:13]=[C:12]2[C:8]=1[CH:9]=[CH:10][NH:11]2)[C:3]([OH:5])=[O:4].C(=O)([O-])[O-].[K+].[K+].[CH2:22](Br)[CH:23]=[CH2:24].O, predict the reaction product. The product is: [CH2:24]([O:4][C:3](=[O:5])[CH:2]([O:6][C:7]1[CH:15]=[CH:14][CH:13]=[C:12]2[C:8]=1[CH:9]=[CH:10][NH:11]2)[CH3:1])[CH:23]=[CH2:22]. (5) The product is: [NH2:1][C:2]1[C:12]([NH2:13])=[CH:11][C:5]([C:6]([O:8][CH2:9][CH3:10])=[O:7])=[C:4]([O:16][CH3:17])[CH:3]=1. Given the reactants [NH2:1][C:2]1[C:12]([N+:13]([O-])=O)=[CH:11][C:5]([C:6]([O:8][CH2:9][CH3:10])=[O:7])=[C:4]([O:16][CH3:17])[CH:3]=1, predict the reaction product. (6) Given the reactants [Br:1][C:2]1[CH:3]=[CH:4][C:5]([CH3:9])=[N+:6]([O-:8])[CH:7]=1.S(=O)(=O)(O)O.[N+:15]([O-])([OH:17])=[O:16].C(=O)([O-])[O-].[Na+].[Na+], predict the reaction product. The product is: [Br:1][C:2]1[C:3]([N+:15]([O-:17])=[O:16])=[CH:4][C:5]([CH3:9])=[N+:6]([O-:8])[CH:7]=1. (7) Given the reactants [Cl:1][C:2]1[CH:7]=[C:6](Cl)[CH:5]=[CH:4][N:3]=1.[Cl:9][C:10]1[CH:16]=[C:15]([Cl:17])[CH:14]=[CH:13][C:11]=1[NH2:12].CC(C)([O-])C.[Na+].C1(P(C2C=CC=CC=2)C2C3OC4C(=CC=CC=4P(C4C=CC=CC=4)C4C=CC=CC=4)C(C)(C)C=3C=CC=2)C=CC=CC=1, predict the reaction product. The product is: [Cl:1][C:2]1[N:3]=[C:4]([NH:12][C:11]2[CH:13]=[CH:14][C:15]([Cl:17])=[CH:16][C:10]=2[Cl:9])[CH:5]=[CH:6][CH:7]=1.